Dataset: Full USPTO retrosynthesis dataset with 1.9M reactions from patents (1976-2016). Task: Predict the reactants needed to synthesize the given product. Given the product [CH2:10]([N:14]([CH2:15][C:16]1[CH:21]=[CH:20][CH:19]=[C:18]([C:22]2[N:26]=[C:25]([CH3:27])[O:24][N:23]=2)[CH:17]=1)[C:3](=[O:5])[C:2]([O:7][CH3:8])=[O:6])[CH:11]([CH3:13])[CH3:12], predict the reactants needed to synthesize it. The reactants are: [Cl-].[C:2]([O:7][CH3:8])(=[O:6])[C:3]([O-:5])=O.Cl.[CH2:10]([NH:14][CH2:15][C:16]1[CH:21]=[CH:20][CH:19]=[C:18]([C:22]2[N:26]=[C:25]([CH3:27])[O:24][N:23]=2)[CH:17]=1)[CH:11]([CH3:13])[CH3:12].C(N(CC)CC)C.